Dataset: Forward reaction prediction with 1.9M reactions from USPTO patents (1976-2016). Task: Predict the product of the given reaction. (1) Given the reactants C(OC([N:8]1[CH2:13][CH2:12][N:11]([C:14]2[N:19]=[C:18]([C:20]3[CH:29]=[CH:28][C:27]4[C:26]([CH3:31])([CH3:30])[CH2:25][CH2:24][C:23]([CH3:33])([CH3:32])[C:22]=4[CH:21]=3)[CH:17]=[CH:16][N:15]=2)[CH2:10][CH2:9]1)=O)(C)(C)C.Cl, predict the reaction product. The product is: [N:11]1([C:14]2[N:19]=[C:18]([C:20]3[CH:29]=[CH:28][C:27]4[C:26]([CH3:31])([CH3:30])[CH2:25][CH2:24][C:23]([CH3:33])([CH3:32])[C:22]=4[CH:21]=3)[CH:17]=[CH:16][N:15]=2)[CH2:12][CH2:13][NH:8][CH2:9][CH2:10]1. (2) The product is: [CH3:29][O:28][C:25]1[CH:26]=[C:27]2[C:22](=[CH:23][C:24]=1[O:30][CH3:31])[N:21]=[CH:20][N:19]=[C:18]2[CH:5]1[CH2:10][CH2:9][NH:8][CH2:7][CH2:6]1. Given the reactants COC([C:5]1([C:18]2[C:27]3[C:22](=[CH:23][C:24]([O:30][CH3:31])=[C:25]([O:28][CH3:29])[CH:26]=3)[N:21]=[CH:20][N:19]=2)[CH2:10][CH2:9][N:8](C(OC(C)(C)C)=O)[CH2:7][CH2:6]1)=O.CO.[OH-].[K+], predict the reaction product. (3) Given the reactants C([O:3][C:4](=[O:34])[C@@H:5]([O:31][CH2:32][CH3:33])[CH2:6][C:7]1[CH:12]=[CH:11][C:10]([O:13][CH2:14][CH2:15][C:16]2[CH:21]=[CH:20][C:19]([S:22]([C:25]3[CH:30]=[CH:29][CH:28]=[CH:27][CH:26]=3)(=[O:24])=[O:23])=[CH:18][CH:17]=2)=[CH:9][CH:8]=1)C.[OH-].[Li+].Cl.C(#N)C, predict the reaction product. The product is: [CH2:32]([O:31][C@@H:5]([CH2:6][C:7]1[CH:8]=[CH:9][C:10]([O:13][CH2:14][CH2:15][C:16]2[CH:21]=[CH:20][C:19]([S:22]([C:25]3[CH:30]=[CH:29][CH:28]=[CH:27][CH:26]=3)(=[O:23])=[O:24])=[CH:18][CH:17]=2)=[CH:11][CH:12]=1)[C:4]([OH:34])=[O:3])[CH3:33]. (4) Given the reactants [C:1]([O:5][CH:6]([C:11]1[C:12]([C:21]2[CH:26]=[CH:25][C:24]([CH3:27])=[CH:23][CH:22]=2)=[C:13]2[CH:20]=[CH:19][NH:18][C:14]2=[N:15][C:16]=1[CH3:17])[C:7]([O:9]C)=[O:8])([CH3:4])([CH3:3])[CH3:2].Br[CH2:29][C:30]1[C:35]([F:36])=[C:34]([F:37])[CH:33]=[CH:32][C:31]=1[Cl:38], predict the reaction product. The product is: [C:1]([O:5][CH:6]([C:11]1[C:12]([C:21]2[CH:26]=[CH:25][C:24]([CH3:27])=[CH:23][CH:22]=2)=[C:13]2[CH:20]=[CH:19][N:18]([CH2:29][C:30]3[C:31]([Cl:38])=[CH:32][CH:33]=[C:34]([F:37])[C:35]=3[F:36])[C:14]2=[N:15][C:16]=1[CH3:17])[C:7]([OH:9])=[O:8])([CH3:4])([CH3:2])[CH3:3].